The task is: Predict which catalyst facilitates the given reaction.. This data is from Catalyst prediction with 721,799 reactions and 888 catalyst types from USPTO. (1) Reactant: [NH2:1][CH2:2][CH2:3][SH:4].Cl.FC(F)(F)C(O)=O.[C:13]1([C:19](Cl)([C:26]2[CH:31]=[CH:30][CH:29]=[CH:28][CH:27]=2)[C:20]2[CH:25]=[CH:24][CH:23]=[CH:22][CH:21]=2)[CH:18]=[CH:17][CH:16]=[CH:15][CH:14]=1.[OH-].[Na+]. Product: [C:19]([S:4][CH2:3][CH2:2][NH2:1])([C:13]1[CH:18]=[CH:17][CH:16]=[CH:15][CH:14]=1)([C:26]1[CH:27]=[CH:28][CH:29]=[CH:30][CH:31]=1)[C:20]1[CH:21]=[CH:22][CH:23]=[CH:24][CH:25]=1. The catalyst class is: 4. (2) Reactant: CCN(CC)CC.[Br:8][C:9]1[N:10]=[C:11]([C:19]2[CH:24]=[CH:23][CH:22]=[CH:21][CH:20]=2)[N:12]([CH2:17][CH3:18])[C:13]=1[C:14]([OH:16])=O.[C:25]1([C@@H:31]([NH2:34])[CH2:32][CH3:33])[CH:30]=[CH:29][CH:28]=[CH:27][CH:26]=1. Product: [Br:8][C:9]1[N:10]=[C:11]([C:19]2[CH:24]=[CH:23][CH:22]=[CH:21][CH:20]=2)[N:12]([CH2:17][CH3:18])[C:13]=1[C:14]([NH:34][C@H:31]([C:25]1[CH:30]=[CH:29][CH:28]=[CH:27][CH:26]=1)[CH2:32][CH3:33])=[O:16]. The catalyst class is: 2. (3) Reactant: [Cl:1][C:2]1[C:3](=[O:27])[N:4]([C:10]2[CH:15]=[C:14]([C:16]3[CH:21]=[CH:20][N:19]=[C:18]([C:22]([OH:25])([CH3:24])[CH3:23])[N:17]=3)[CH:13]=[CH:12][C:11]=2[CH3:26])[C:5]([CH3:9])=[N:6][C:7]=1[OH:8].Cl[CH2:29][C:30]1[C:35]([F:36])=[CH:34][C:33]([F:37])=[CH:32][N:31]=1.C(=O)([O-])[O-].[K+].[K+].C1OCCOCCOCCOCCOCCOC1. Product: [Cl:1][C:2]1[C:3](=[O:27])[N:4]([C:10]2[CH:15]=[C:14]([C:16]3[CH:21]=[CH:20][N:19]=[C:18]([C:22]([OH:25])([CH3:23])[CH3:24])[N:17]=3)[CH:13]=[CH:12][C:11]=2[CH3:26])[C:5]([CH3:9])=[N:6][C:7]=1[O:8][CH2:29][C:30]1[C:35]([F:36])=[CH:34][C:33]([F:37])=[CH:32][N:31]=1. The catalyst class is: 9. (4) Reactant: [CH:1]1([N:4]([CH:20]2[CH2:25][CH2:24][NH:23][CH2:22][CH2:21]2)[C:5](=[O:19])[C:6]2[CH:11]=[CH:10][C:9]([C@@:12]([OH:18])([CH3:17])[C:13]([F:16])([F:15])[F:14])=[CH:8][CH:7]=2)[CH2:3][CH2:2]1.Br[C:27]1[CH:32]=[CH:31][CH:30]=[CH:29][CH:28]=1.C(O[Na])(C)(C)C.CCOC(C)=O. Product: [CH:1]1([N:4]([CH:20]2[CH2:21][CH2:22][N:23]([C:27]3[CH:32]=[CH:31][CH:30]=[CH:29][CH:28]=3)[CH2:24][CH2:25]2)[C:5](=[O:19])[C:6]2[CH:11]=[CH:10][C:9]([C@@:12]([OH:18])([CH3:17])[C:13]([F:16])([F:15])[F:14])=[CH:8][CH:7]=2)[CH2:2][CH2:3]1. The catalyst class is: 101.